From a dataset of Reaction yield outcomes from USPTO patents with 853,638 reactions. Predict the reaction yield, written as a fraction of the theoretical maximum amount of product (1.0 means a 100% yield; for example, 0.34 means a 34% yield). (1) The reactants are C(O[C:4](=[O:24])/[C:5](/[C:22]#[N:23])=[CH:6]/[NH:7][C:8]1[CH:13]=[CH:12][C:11]([C:14]2[CH:19]=[CH:18][C:17]([Cl:20])=[CH:16][CH:15]=2)=[C:10]([Cl:21])[CH:9]=1)C. The catalyst is O(C1C=CC=CC=1)C1C=CC=CC=1. The product is [Cl:21][C:10]1[CH:9]=[C:8]2[C:13]([C:4]([OH:24])=[C:5]([C:22]#[N:23])[CH:6]=[N:7]2)=[CH:12][C:11]=1[C:14]1[CH:15]=[CH:16][C:17]([Cl:20])=[CH:18][CH:19]=1. The yield is 0.340. (2) The reactants are [Cl:1][C:2]1[C:7]([Cl:8])=[CH:6][CH:5]=[CH:4][C:3]=1[NH:9][C:10]1[N:15]2[N:16]=[CH:17][C:18]([S:19]([NH2:22])(=[O:21])=[O:20])=[C:14]2[N:13]=[CH:12][C:11]=1[C:23]([N:25]1[CH2:30][CH2:29][CH:28]([C:31]2[CH:36]=[CH:35][C:34]([F:37])=[CH:33][CH:32]=2)[CH2:27][CH2:26]1)=[O:24].[C:38](O)(=[O:40])[CH3:39]. No catalyst specified. The product is [Cl:1][C:2]1[C:7]([Cl:8])=[CH:6][CH:5]=[CH:4][C:3]=1[NH:9][C:10]1[N:15]2[N:16]=[CH:17][C:18]([S:19]([NH:22][C:38](=[O:40])[CH3:39])(=[O:21])=[O:20])=[C:14]2[N:13]=[CH:12][C:11]=1[C:23]([N:25]1[CH2:26][CH2:27][CH:28]([C:31]2[CH:32]=[CH:33][C:34]([F:37])=[CH:35][CH:36]=2)[CH2:29][CH2:30]1)=[O:24]. The yield is 0.610.